Dataset: Catalyst prediction with 721,799 reactions and 888 catalyst types from USPTO. Task: Predict which catalyst facilitates the given reaction. (1) Reactant: Br.[NH2:2][CH2:3][C:4](=O)[C:5]([C:8]1[CH:13]=[CH:12][C:11]([Cl:14])=[C:10]([Cl:15])[CH:9]=1)([CH3:7])[CH3:6].[F:17][C:18]1[CH:23]=[CH:22][C:21]([N:24]=[C:25]=[S:26])=[CH:20][CH:19]=1.CCN(CC)CC. Product: [Cl:15][C:10]1[CH:9]=[C:8]([C:5]([C:4]2[N:24]([C:21]3[CH:22]=[CH:23][C:18]([F:17])=[CH:19][CH:20]=3)[C:25]([SH:26])=[N:2][CH:3]=2)([CH3:7])[CH3:6])[CH:13]=[CH:12][C:11]=1[Cl:14]. The catalyst class is: 48. (2) The catalyst class is: 150. Product: [Cl:1][C:2]1[CH:3]=[C:4]([NH:8][C:9]2[C:14]([NH2:15])=[CH:13][CH:12]=[CH:11][N:10]=2)[CH:5]=[CH:6][CH:7]=1. Reactant: [Cl:1][C:2]1[CH:3]=[C:4]([NH:8][C:9]2[C:14]([N+:15]([O-])=O)=[CH:13][CH:12]=[CH:11][N:10]=2)[CH:5]=[CH:6][CH:7]=1.CO.[NH4+].[Cl-]. (3) Product: [I:9][C:6]1[CH:7]=[CH:8][C:3]([NH:2][CH3:1])=[N:4][CH:5]=1. Reactant: [CH3:1][NH:2][C:3]1[CH:8]=[CH:7][CH:6]=[CH:5][N:4]=1.[I:9]I.C([O-])(O)=O.[Na+]. The catalyst class is: 313. (4) Reactant: [Br:1][CH2:2][CH2:3][CH2:4]Br.[CH2:6]([O:8][P:9]([O:13]CC)[O:10][CH2:11][CH3:12])[CH3:7].[O-][Mn](=O)(=O)=O.[K+]. Product: [Br:1][CH2:2][CH2:3][CH2:4][P:9](=[O:13])([O:10][CH2:11][CH3:12])[O:8][CH2:6][CH3:7]. The catalyst class is: 25.